Dataset: Experimentally validated miRNA-target interactions with 360,000+ pairs, plus equal number of negative samples. Task: Binary Classification. Given a miRNA mature sequence and a target amino acid sequence, predict their likelihood of interaction. (1) The protein sequence of the target gene is MNSVAGNKERLAVSTRGKKYGVNEVCSPTKPAAPFSPESWYRKAYEESRAGSRPTPEGAGSALGSSGTPSPGSGTSSPSSFTGSPGPASPGIGTSSPGSLGGSPGFGTGSPGSGSGGGSSPGSDRGVWCENCNARLVELKRQALRLLLPGPFPGKDPAFSAVIHDKLQVPNTIRKAWNDRDNRCDICATHLNQLKQEAIQMVLTLEQAAGSEHYDASPCSPPPLSNIPTLVGSRHVGGLQQPRDWAFVPAPCATSNYTGFANKHGSKPSSLGVSNGAEKKSGSPTHQAKVSLQMATSPSN.... Result: 0 (no interaction). The miRNA is hsa-miR-6868-3p with sequence UUCCUUCUGUUGUCUGUGCAG. (2) The miRNA is mmu-miR-429-3p with sequence UAAUACUGUCUGGUAAUGCCGU. The protein sequence of the target gene is MAPITTSREEFDEIPTVVGIFSAFGLVFTVSLFAWICCQRKSSKSNKTPPYKFVHVLKGVDIYPENLNSKKKFGADDKNEVKNKPAVPKNSLHLDLEKRDLNGNFPKTNLKPGSPSDLENATPKLFLEGEKESVSPESLKSSTSLTSEEKQEKLGTLFFSLEYNFERKAFVVNIKEARGLPAMDEQSMTSDPYIKMTILPEKKHKVKTRVLRKTLDPAFDETFTFYGIPYTQIQELALHFTILSFDRFSRDDIIGEVLIPLSGIELSEGKMLMNREIIKRNVRKSSGRGELLISLCYQST.... Result: 0 (no interaction).